Dataset: Catalyst prediction with 721,799 reactions and 888 catalyst types from USPTO. Task: Predict which catalyst facilitates the given reaction. (1) Reactant: [CH:1]1([CH2:7][C:8]2[N:12]([S:13](=[O:18])(=[O:17])[N:14]([CH3:16])[CH3:15])[C:11]([Si](C(C)(C)C)(C)C)=[N:10][CH:9]=2)[CH2:6][CH2:5][CH2:4][CH2:3][CH2:2]1.CCCC[N+](CCCC)(CCCC)CCCC.[F-].C(OCC)(=O)C.CCCCCC. Product: [CH:1]1([CH2:7][C:8]2[N:12]([S:13](=[O:18])(=[O:17])[N:14]([CH3:15])[CH3:16])[CH:11]=[N:10][CH:9]=2)[CH2:2][CH2:3][CH2:4][CH2:5][CH2:6]1. The catalyst class is: 1. (2) Reactant: [Cl-].[CH3:2][O:3][CH2:4][P+](C1C=CC=CC=1)(C1C=CC=CC=1)C1C=CC=CC=1.CC(C)([O-])C.[K+].[CH3:30][O:31][C:32](=[O:47])[C:33]1[CH:38]=[CH:37][C:36]([C:39](=O)[CH2:40][CH2:41][CH2:42][CH2:43][CH2:44][CH3:45])=[CH:35][CH:34]=1. The catalyst class is: 11. Product: [CH3:30][O:31][C:32](=[O:47])[C:33]1[CH:38]=[CH:37][C:36]([C:39](=[CH:2][O:3][CH3:4])[CH2:40][CH2:41][CH2:42][CH2:43][CH2:44][CH3:45])=[CH:35][CH:34]=1. (3) Reactant: [CH3:1][O:2][C:3]1[CH:4]=[C:5]2[C:28](=[CH:29][CH:30]=1)[C:9]1=[N:10][O:11][C:12]([C:13]3[C:17]([C:18]([F:21])([F:20])[F:19])=[C:16]([C:22]4[CH:27]=[CH:26][CH:25]=[CH:24][CH:23]=4)[O:15][N:14]=3)=[C:8]1[CH2:7][CH2:6]2.CN(C)C=[O:34].C(OO)(C)(C)C. Product: [CH3:1][O:2][C:3]1[CH:4]=[C:5]2[C:28](=[CH:29][CH:30]=1)[C:9]1=[N:10][O:11][C:12]([C:13]3[C:17]([C:18]([F:21])([F:19])[F:20])=[C:16]([C:22]4[CH:23]=[CH:24][CH:25]=[CH:26][CH:27]=4)[O:15][N:14]=3)=[C:8]1[CH2:7][C:6]2=[O:34]. The catalyst class is: 10. (4) Reactant: C(Cl)Cl.[CH3:4][O:5][C:6](=[O:25])[C:7]1[CH:12]=[CH:11][C:10]([S:13](Cl)(=[O:15])=[O:14])=[C:9]([O:17][CH2:18][C:19]2[CH:24]=[CH:23][CH:22]=[CH:21][CH:20]=2)[CH:8]=1.[C:26]([O:30][C:31](=[O:38])[CH2:32][C@H:33]([NH2:37])[C:34]([NH2:36])=[O:35])([CH3:29])([CH3:28])[CH3:27].N1C=CC=CC=1. Product: [CH3:4][O:5][C:6](=[O:25])[C:7]1[CH:12]=[CH:11][C:10]([S:13](=[O:15])(=[O:14])[NH:37][C@H:33]([C:34](=[O:35])[NH2:36])[CH2:32][C:31]([O:30][C:26]([CH3:29])([CH3:27])[CH3:28])=[O:38])=[C:9]([O:17][CH2:18][C:19]2[CH:24]=[CH:23][CH:22]=[CH:21][CH:20]=2)[CH:8]=1. The catalyst class is: 13. (5) Reactant: [NH:1](C(OC(C)(C)C)=O)[C@H:2]([C:5]([OH:7])=[O:6])[CH2:3][NH2:4].[C:15]([NH:32][CH2:33][CH2:34][NH:35][CH3:36])([O:17][CH2:18][CH:19]1[C:31]2[C:26](=[CH:27][CH:28]=[CH:29][CH:30]=2)[C:25]2[C:20]1=[CH:21][CH:22]=[CH:23][CH:24]=2)=[O:16].[C:37]([OH:43])([C:39]([F:42])([F:41])[F:40])=[O:38]. Product: [NH2:1][C@H:2]([C:5]([OH:7])=[O:6])[CH2:3][NH2:4].[OH:43][C:37]([C:39]([F:42])([F:41])[F:40])=[O:38].[C:15]([NH:32][CH2:33][CH2:34][NH:35][CH3:36])([O:17][CH2:18][CH:19]1[C:31]2[C:26](=[CH:27][CH:28]=[CH:29][CH:30]=2)[C:25]2[C:20]1=[CH:21][CH:22]=[CH:23][CH:24]=2)=[O:16]. The catalyst class is: 2. (6) Reactant: [F:1][C:2]1[CH:7]=[CH:6][C:5]([C:8](=[O:10])[CH3:9])=[C:4]([OH:11])[CH:3]=1.[F:12][C:13]([F:17])([F:16])[CH2:14]I.C(=O)([O-])[O-].[K+].[K+]. Product: [F:1][C:2]1[CH:7]=[CH:6][C:5]([C:8](=[O:10])[CH3:9])=[C:4]([O:11][CH2:14][C:13]([F:17])([F:16])[F:12])[CH:3]=1. The catalyst class is: 9. (7) Reactant: C([Li])CCC.[CH:6]([O:9][C:10](=[O:20])[NH:11][C:12]1[CH:17]=[C:16]([F:18])[CH:15]=[C:14]([F:19])[CH:13]=1)([CH3:8])[CH3:7].CN(C)CCN(C)C.[S:29]1[CH2:34][CH2:33][C:32](=[O:35])[CH2:31][CH2:30]1. Product: [F:18][C:16]1[CH:17]=[C:12]([NH:11][C:10](=[O:20])[O:9][CH:6]([CH3:8])[CH3:7])[CH:13]=[C:14]([F:19])[C:15]=1[C:32]1([OH:35])[CH2:33][CH2:34][S:29][CH2:30][CH2:31]1. The catalyst class is: 1.